From a dataset of Full USPTO retrosynthesis dataset with 1.9M reactions from patents (1976-2016). Predict the reactants needed to synthesize the given product. (1) The reactants are: [Br:1][C:2]1[CH:3]=[C:4]2[C:8](=[CH:9][CH:10]=1)[C:7](=[O:11])[CH2:6][CH2:5]2.C1COCC1.B1(C)OC(C2C=CC=CC=2)(C2C=CC=CC=2)[C@@H]2N1CCC2.B.CSC. Given the product [Br:1][C:2]1[CH:3]=[C:4]2[C:8](=[CH:9][CH:10]=1)[C@@H:7]([OH:11])[CH2:6][CH2:5]2, predict the reactants needed to synthesize it. (2) Given the product [N:1]1[NH:2][C:3]([NH:6][C:7]([C:9]2[C:14]([NH2:15])=[N:13][C:12]([C:16]([F:19])([F:18])[F:17])=[C:11]([N:21]3[CH2:26][CH2:25][O:24][CH2:23][CH2:22]3)[N:10]=2)=[O:8])=[CH:4][CH:5]=1, predict the reactants needed to synthesize it. The reactants are: [N:1]1[NH:2][C:3]([NH:6][C:7]([C:9]2[C:14]([NH2:15])=[N:13][C:12]([C:16]([F:19])([F:18])[F:17])=[C:11](Br)[N:10]=2)=[O:8])=[CH:4][CH:5]=1.[NH:21]1[CH2:26][CH2:25][O:24][CH2:23][CH2:22]1.